From a dataset of Cav3 T-type calcium channel HTS with 100,875 compounds. Binary Classification. Given a drug SMILES string, predict its activity (active/inactive) in a high-throughput screening assay against a specified biological target. (1) The molecule is s1c(CC)cc(c1N)C(OCC)=O. The result is 0 (inactive). (2) The drug is OC(Cn1c2c(n(c1=N)CC)cccc2)COc1cc(ccc1)C. The result is 0 (inactive).